From a dataset of Forward reaction prediction with 1.9M reactions from USPTO patents (1976-2016). Predict the product of the given reaction. (1) Given the reactants Br[CH2:2][C:3]([NH:5][C:6]1[CH:11]=[CH:10][C:9]([Br:12])=[CH:8][CH:7]=1)=[O:4].[N:13]1[C:17]2[CH:18]=[CH:19][CH:20]=[CH:21][C:16]=2[NH:15][CH:14]=1.C([O-])([O-])=O.[K+].[K+], predict the reaction product. The product is: [N:13]1([CH2:2][C:3]([NH:5][C:6]2[CH:11]=[CH:10][C:9]([Br:12])=[CH:8][CH:7]=2)=[O:4])[C:17]2[CH:18]=[CH:19][CH:20]=[CH:21][C:16]=2[N:15]=[CH:14]1. (2) The product is: [NH2:1][C:2]1[N:7]=[CH:6][C:5]([C:8]2[CH:9]=[N:10][N:11]([CH2:13][CH2:14][C:15]([N:27]3[CH2:31][CH2:30][CH2:29][CH2:28]3)=[O:16])[CH:12]=2)=[CH:4][C:3]=1[C:18]1[S:19][C:20]2[CH:26]=[CH:25][CH:24]=[CH:23][C:21]=2[N:22]=1. Given the reactants [NH2:1][C:2]1[N:7]=[CH:6][C:5]([C:8]2[CH:9]=[N:10][N:11]([CH2:13][CH2:14][C:15](O)=[O:16])[CH:12]=2)=[CH:4][C:3]=1[C:18]1[S:19][C:20]2[CH:26]=[CH:25][CH:24]=[CH:23][C:21]=2[N:22]=1.[NH:27]1[CH2:31][CH2:30][CH2:29][CH2:28]1.CN(C(ON1N=NC2C=CC=CC1=2)=[N+](C)C)C.[B-](F)(F)(F)F.CCN(C(C)C)C(C)C.CN(C=O)C, predict the reaction product. (3) Given the reactants [CH:1]1([CH2:7][O:8][C:9]2[CH:16]=[CH:15][CH:14]=[CH:13][C:10]=2[CH2:11]O)[CH2:6][CH2:5][CH2:4][CH2:3][CH2:2]1.S(Cl)([Cl:19])=O.C(=O)([O-])[O-].[Na+].[Na+].[C:27]1([P:33]([C:40]2[CH:45]=[CH:44][CH:43]=[CH:42][CH:41]=2)[C:34]2[CH:39]=[CH:38][CH:37]=[CH:36][CH:35]=2)[CH:32]=[CH:31][CH:30]=[CH:29][CH:28]=1, predict the reaction product. The product is: [Cl-:19].[CH:1]1([CH2:7][O:8][C:9]2[CH:16]=[CH:15][CH:14]=[CH:13][C:10]=2[CH2:11][P+:33]([C:34]2[CH:35]=[CH:36][CH:37]=[CH:38][CH:39]=2)([C:40]2[CH:45]=[CH:44][CH:43]=[CH:42][CH:41]=2)[C:27]2[CH:28]=[CH:29][CH:30]=[CH:31][CH:32]=2)[CH2:6][CH2:5][CH2:4][CH2:3][CH2:2]1. (4) Given the reactants [NH2:1][C@@H:2]([C:5]([OH:7])=[O:6])[CH2:3][OH:4].[C:8]1([S:14](Cl)(=[O:16])=[O:15])[CH:13]=[CH:12][CH:11]=[CH:10][CH:9]=1, predict the reaction product. The product is: [C:8]1([S:14]([NH:1][C@H:2]([CH2:3][OH:4])[C:5]([OH:7])=[O:6])(=[O:16])=[O:15])[CH:13]=[CH:12][CH:11]=[CH:10][CH:9]=1.